Task: Regression. Given a peptide amino acid sequence and an MHC pseudo amino acid sequence, predict their binding affinity value. This is MHC class I binding data.. Dataset: Peptide-MHC class I binding affinity with 185,985 pairs from IEDB/IMGT (1) The peptide sequence is GEIFGLLGP. The MHC is HLA-A01:01 with pseudo-sequence HLA-A01:01. The binding affinity (normalized) is 0.0847. (2) The peptide sequence is IHIPGDTLF. The MHC is HLA-A68:02 with pseudo-sequence HLA-A68:02. The binding affinity (normalized) is 0.0847.